From a dataset of Full USPTO retrosynthesis dataset with 1.9M reactions from patents (1976-2016). Predict the reactants needed to synthesize the given product. (1) Given the product [N:19]([CH2:13][C:11]1[N:10]=[CH:9][N:8]([C:5]2[CH:4]=[CH:3][C:2]([Br:1])=[CH:7][N:6]=2)[CH:12]=1)=[N+:20]=[N-:21], predict the reactants needed to synthesize it. The reactants are: [Br:1][C:2]1[CH:3]=[CH:4][C:5]([N:8]2[CH:12]=[C:11]([CH2:13]O)[N:10]=[CH:9]2)=[N:6][CH:7]=1.O=S(Cl)Cl.[N-:19]=[N+:20]=[N-:21].[Na+].O. (2) Given the product [CH3:5][C:4]([CH3:1])([CH2:6][N:12]([CH2:13][CH2:14][O:15][CH3:16])[CH2:11][CH2:10][O:9][CH3:8])[CH:3]=[O:7], predict the reactants needed to synthesize it. The reactants are: [CH2:1]=O.[CH:3](=[O:7])[CH:4]([CH3:6])[CH3:5].[CH3:8][O:9][CH2:10][CH2:11][NH:12][CH2:13][CH2:14][O:15][CH3:16].